Dataset: Full USPTO retrosynthesis dataset with 1.9M reactions from patents (1976-2016). Task: Predict the reactants needed to synthesize the given product. (1) Given the product [F:1][C:2]1[C:3]([C:8]([Cl:13])=[O:10])=[N:4][CH:5]=[CH:6][CH:7]=1, predict the reactants needed to synthesize it. The reactants are: [F:1][C:2]1[C:3]([C:8]([OH:10])=O)=[N:4][CH:5]=[CH:6][CH:7]=1.S(Cl)([Cl:13])=O. (2) Given the product [Br:1][C:2]1[CH:7]=[CH:6][C:5]([S:8]([N:14]([CH2:15][CH3:16])[CH2:12][CH3:13])(=[O:10])=[O:9])=[CH:4][CH:3]=1, predict the reactants needed to synthesize it. The reactants are: [Br:1][C:2]1[CH:7]=[CH:6][C:5]([S:8](Cl)(=[O:10])=[O:9])=[CH:4][CH:3]=1.[CH2:12]([NH:14][CH2:15][CH3:16])[CH3:13]. (3) Given the product [C:1]([O:5][C:6]([N:8]([C:49]([O:51][C:52]([CH3:53])([CH3:55])[CH3:54])=[O:50])[C:9]1[CH:14]=[C:13]([CH2:15][C@H:16]2[C:19](=[O:20])[N:18]([C:21](=[O:31])[NH:22][C@@H:23]([C:25]3[CH:30]=[CH:29][CH:28]=[CH:27][CH:26]=3)[CH3:24])[C@@H:17]2[O:32][C:33]2[CH:48]=[CH:47][C:36]([C:37]([OH:39])=[O:38])=[CH:35][CH:34]=2)[CH:12]=[CH:11][N:10]=1)=[O:7])([CH3:4])([CH3:2])[CH3:3], predict the reactants needed to synthesize it. The reactants are: [C:1]([O:5][C:6]([N:8]([C:49]([O:51][C:52]([CH3:55])([CH3:54])[CH3:53])=[O:50])[C:9]1[CH:14]=[C:13]([CH2:15][C@H:16]2[C:19](=[O:20])[N:18]([C:21](=[O:31])[NH:22][C@@H:23]([C:25]3[CH:30]=[CH:29][CH:28]=[CH:27][CH:26]=3)[CH3:24])[C@@H:17]2[O:32][C:33]2[CH:48]=[CH:47][C:36]([C:37]([O:39]CC3C=CC=CC=3)=[O:38])=[CH:35][CH:34]=2)[CH:12]=[CH:11][N:10]=1)=[O:7])([CH3:4])([CH3:3])[CH3:2].